The task is: Binary Classification. Given a T-cell receptor sequence (or CDR3 region) and an epitope sequence, predict whether binding occurs between them.. This data is from TCR-epitope binding with 47,182 pairs between 192 epitopes and 23,139 TCRs. The epitope is FLPRVFSAV. The TCR CDR3 sequence is CASSFQSSAEQYF. Result: 1 (the TCR binds to the epitope).